From a dataset of Full USPTO retrosynthesis dataset with 1.9M reactions from patents (1976-2016). Predict the reactants needed to synthesize the given product. (1) Given the product [F:11][C:9]1[CH:8]=[C:4]([CH:3]=[C:2]([F:1])[CH:10]=1)[C:5]([N:24]1[CH2:25][CH2:26][C:27]2[N:28]=[C:20]([CH2:19][O:12][C:13]3[CH:18]=[CH:17][CH:16]=[CH:15][CH:14]=3)[O:21][C:22]=2[CH2:23]1)=[O:7], predict the reactants needed to synthesize it. The reactants are: [F:1][C:2]1[CH:3]=[C:4]([CH:8]=[C:9]([F:11])[CH:10]=1)[C:5]([OH:7])=O.[O:12]([CH2:19][C:20]1[O:21][C:22]2[CH2:23][NH:24][CH2:25][CH2:26][C:27]=2[N:28]=1)[C:13]1[CH:18]=[CH:17][CH:16]=[CH:15][CH:14]=1.Cl.CN(C)CCCN=C=NCC.ON1C2C=CC=CC=2N=N1.C(N(CC)C(C)C)(C)C. (2) Given the product [CH:46]([C:49]1[N:50]=[C:51]([C:54]2[CH:63]=[C:62]([O:64][CH:65]3[CH2:83][CH:82]4[N:67]([C:68](=[O:94])[CH2:69][CH2:71][CH2:72][CH2:73][CH2:74][CH:75]=[CH:76][CH:77]5[C:79]([C:85]([NH:87][S:88]([CH:91]6[CH2:92][CH2:93]6)(=[O:90])=[O:89])=[O:86])([NH:80][C:81]4=[O:84])[CH2:78]5)[CH2:66]3)[C:61]3[C:56](=[CH:57][C:58]([O:95][CH3:96])=[CH:59][CH:60]=3)[N:55]=2)[S:52][CH:53]=1)([CH3:48])[CH3:47], predict the reactants needed to synthesize it. The reactants are: C(C1N=C(C2C=C(OC3CC4N(C(=O)CCCCCC=CC5C(C(O)=O)(NC4=O)C5)C3)C3C(=C(C)C(OC)=CC=3)N=2)SC=1)(C)C.[CH:46]([C:49]1[N:50]=[C:51]([C:54]2[CH:63]=[C:62]([O:64][CH:65]3[CH2:83][CH:82]4[N:67]([C:68](=[O:94])[CH2:69]C[CH2:71][CH2:72][CH2:73][CH2:74][CH:75]=[CH:76][CH:77]5[C:79]([C:85]([NH:87][S:88]([CH:91]6[CH2:93][CH2:92]6)(=[O:90])=[O:89])=[O:86])([NH:80][C:81]4=[O:84])[CH2:78]5)[CH2:66]3)[C:61]3[C:56](=[CH:57][C:58]([O:95][CH3:96])=[CH:59][CH:60]=3)[N:55]=2)[S:52][CH:53]=1)([CH3:48])[CH3:47].